From a dataset of Forward reaction prediction with 1.9M reactions from USPTO patents (1976-2016). Predict the product of the given reaction. (1) Given the reactants [C:1](/[C:3](=[C:7](\OCC)/[CH3:8])/[C:4](=[S:6])[NH2:5])#[N:2].[NH3:12], predict the reaction product. The product is: [NH2:12]/[C:7](/[CH3:8])=[C:3](\[C:1]#[N:2])/[C:4](=[S:6])[NH2:5]. (2) Given the reactants C(=O)([O-])[O-].[K+].[K+].C[Si]([C:11]#[C:12][C:13]1[CH:14]=[C:15]([CH:18]=[CH:19][CH:20]=1)[C:16]#[N:17])(C)C.Cl, predict the reaction product. The product is: [C:12]([C:13]1[CH:14]=[C:15]([CH:18]=[CH:19][CH:20]=1)[C:16]#[N:17])#[CH:11]. (3) Given the reactants [F:1][C:2]1[CH:16]=[CH:15][C:5]([CH2:6][O:7][C:8]2[CH:13]=[CH:12][NH:11][C:10](=[O:14])[CH:9]=2)=[CH:4][CH:3]=1.Br[C:18]1[CH:19]=[CH:20][C:21]2[N:25]=[C:24]([CH:26]3[CH2:28][CH2:27]3)[N:23]([CH3:29])[C:22]=2[CH:30]=1.C(=O)([O-])[O-].[K+].[K+].CNCCNC.N, predict the reaction product. The product is: [CH:26]1([C:24]2[N:23]([CH3:29])[C:22]3[CH:30]=[C:18]([N:11]4[CH:12]=[CH:13][C:8]([O:7][CH2:6][C:5]5[CH:15]=[CH:16][C:2]([F:1])=[CH:3][CH:4]=5)=[CH:9][C:10]4=[O:14])[CH:19]=[CH:20][C:21]=3[N:25]=2)[CH2:27][CH2:28]1. (4) Given the reactants [NH2:1][N:2]1[C:7](=[O:8])[C:6]([C:9]2[NH:14][C:13]3[CH:15]=[CH:16][CH:17]=[CH:18][C:12]=3[S:11](=[O:20])(=[O:19])[N:10]=2)=[C:5]([OH:21])[C:4]2[S:22][CH:23]=[CH:24][C:3]1=2.[CH:25]1([CH:28]=O)[CH2:27][CH2:26]1, predict the reaction product. The product is: [CH:25]1([CH:28]=[N:1][N:2]2[C:7](=[O:8])[C:6]([C:9]3[NH:14][C:13]4[CH:15]=[CH:16][CH:17]=[CH:18][C:12]=4[S:11](=[O:20])(=[O:19])[N:10]=3)=[C:5]([OH:21])[C:4]3[S:22][CH:23]=[CH:24][C:3]2=3)[CH2:27][CH2:26]1. (5) Given the reactants [OH:1][C:2]1[CH:10]=[CH:9][C:5]([C:6]([OH:8])=O)=[CH:4][CH:3]=1.[NH:11]1[CH2:16][CH2:15][CH2:14][C@@H:13]2[C:17]3[CH:18]=[CH:19][CH:20]=[CH:21][C:22]=3[CH2:23][C@H:12]12.F[P-](F)(F)(F)(F)F.N1(OC(N(C)C)=[N+](C)C)C2N=CC=CC=2N=N1, predict the reaction product. The product is: [N:11]1([C:6]([C:5]2[CH:4]=[CH:3][C:2]([OH:1])=[CH:10][CH:9]=2)=[O:8])[CH2:16][CH2:15][CH2:14][C@@H:13]2[C:17]3[CH:18]=[CH:19][CH:20]=[CH:21][C:22]=3[CH2:23][C@H:12]12.